From a dataset of Full USPTO retrosynthesis dataset with 1.9M reactions from patents (1976-2016). Predict the reactants needed to synthesize the given product. (1) The reactants are: [ClH:1].C([S:5][CH:6]1[CH2:11][CH2:10][N:9]([CH:12]([C:18]2[CH:23]=[CH:22][CH:21]=[CH:20][C:19]=2[F:24])[C:13]([CH:15]2[CH2:17][CH2:16]2)=[O:14])[CH2:8]/[C:7]/1=[CH:25]\[C:26]1[N:30]([CH2:31][CH2:32][CH2:33][C:34]([O:36][CH2:37][CH3:38])=[O:35])[N:29]=[N:28][N:27]=1)(=O)C. Given the product [ClH:1].[CH:15]1([C:13](=[O:14])[CH:12]([N:9]2[CH2:10][CH2:11][CH:6]([SH:5])/[C:7](=[CH:25]/[C:26]3[N:30]([CH2:31][CH2:32][CH2:33][C:34]([O:36][CH2:37][CH3:38])=[O:35])[N:29]=[N:28][N:27]=3)/[CH2:8]2)[C:18]2[CH:23]=[CH:22][CH:21]=[CH:20][C:19]=2[F:24])[CH2:16][CH2:17]1, predict the reactants needed to synthesize it. (2) Given the product [CH:18]1([C:22]2[CH:26]=[C:25]([CH2:27][NH:28][C:2]3[N:7]=[C:6]([NH:8][C:9]4[CH:13]=[C:12]([O:14][CH:15]([CH3:17])[CH3:16])[NH:11][N:10]=4)[CH:5]=[CH:4][N:3]=3)[O:24][N:23]=2)[CH2:19][CH2:20][CH2:21]1, predict the reactants needed to synthesize it. The reactants are: Cl[C:2]1[N:7]=[C:6]([NH:8][C:9]2[NH:10][N:11]=[C:12]([O:14][CH:15]([CH3:17])[CH3:16])[CH:13]=2)[CH:5]=[CH:4][N:3]=1.[CH:18]1([C:22]2[CH:26]=[C:25]([CH2:27][NH2:28])[O:24][N:23]=2)[CH2:21][CH2:20][CH2:19]1.